Task: Regression. Given a peptide amino acid sequence and an MHC pseudo amino acid sequence, predict their binding affinity value. This is MHC class I binding data.. Dataset: Peptide-MHC class I binding affinity with 185,985 pairs from IEDB/IMGT The peptide sequence is QVQMLINTY. The MHC is HLA-B48:01 with pseudo-sequence HLA-B48:01. The binding affinity (normalized) is 0.0847.